From a dataset of Forward reaction prediction with 1.9M reactions from USPTO patents (1976-2016). Predict the product of the given reaction. (1) Given the reactants [CH2:1]([C:3]1[CH:8]=[CH:7][C:6]([C:9]2[NH:10][C:11]3[C:17]([N:18]4[CH2:23][CH2:22][N:21]([CH2:24][CH2:25][O:26][C:27]5[CH:32]=[CH:31][CH:30]=[C:29]([NH2:33])[C:28]=5[NH2:34])[CH2:20][CH2:19]4)=[CH:16][CH:15]=[CH:14][C:12]=3[N:13]=2)=[CH:5][CH:4]=1)[CH3:2].C1C=CC(O[C:42](OC2C=CC=CC=2)=[N:43][C:44]#[N:45])=CC=1, predict the reaction product. The product is: [CH2:1]([C:3]1[CH:8]=[CH:7][C:6]([C:9]2[NH:13][C:12]3[CH:14]=[CH:15][CH:16]=[C:17]([N:18]4[CH2:19][CH2:20][N:21]([CH2:24][CH2:25][O:26][C:27]5[C:28]6[N:34]=[C:42]([NH:43][C:44]#[N:45])[NH:33][C:29]=6[CH:30]=[CH:31][CH:32]=5)[CH2:22][CH2:23]4)[C:11]=3[N:10]=2)=[CH:5][CH:4]=1)[CH3:2]. (2) Given the reactants CS(C1OC2C=C(OC3C=CN=C(C(NC)=O)C=3)C=CC=2N=1)=[O:3].C1(CN)CCCCC1.[CH:32]1([CH2:38][NH:39][C:40]2[O:41][C:42]3[CH:48]=[C:47]([O:49][C:50]4[CH:55]=[CH:54][N:53]=[C:52]([C:56](NC)=[O:57])[CH:51]=4)[CH:46]=[CH:45][C:43]=3[N:44]=2)[CH2:37][CH2:36][CH2:35][CH2:34][CH2:33]1, predict the reaction product. The product is: [CH:32]1([CH2:38][NH:39][C:40]2[O:41][C:42]3[CH:48]=[C:47]([O:49][C:50]4[CH:55]=[CH:54][N:53]=[C:52]([C:56]([OH:3])=[O:57])[CH:51]=4)[CH:46]=[CH:45][C:43]=3[N:44]=2)[CH2:33][CH2:34][CH2:35][CH2:36][CH2:37]1. (3) Given the reactants C([O:5][C:6](=[O:24])[C@@H:7]1[CH2:11][CH2:10][CH2:9][N:8]1[C:12]([C:14]1[C:23]2[C:18](=[CH:19][CH:20]=[CH:21][CH:22]=2)[CH:17]=[CH:16][CH:15]=1)=[O:13])(C)(C)C.C(O)(C(F)(F)F)=O, predict the reaction product. The product is: [C:14]1([C:12]([N:8]2[CH2:9][CH2:10][CH2:11][C@H:7]2[C:6]([OH:24])=[O:5])=[O:13])[C:23]2[C:18](=[CH:19][CH:20]=[CH:21][CH:22]=2)[CH:17]=[CH:16][CH:15]=1.